From a dataset of Forward reaction prediction with 1.9M reactions from USPTO patents (1976-2016). Predict the product of the given reaction. (1) Given the reactants BrC1[C:3]2[N:4](C=C(C3C=CC(C[C@H](NC(=O)OC(C)(C)C)CN4C(=O)C5C(=CC=CC=5)C4=O)=CC=3)N=2)C=CC=1.Cl.C(N(C(C)C)CC)(C)C.Cl[C:50]1[CH:51]=[C:52]([CH:67]=[CH:68][C:69]=1[O:70][CH:71]([CH3:73])[CH3:72])[C:53]([O:55][C:56]1C(F)=C(F)C(F)=C(F)C=1F)=[O:54], predict the reaction product. The product is: [C:3]([C:50]1[CH:51]=[C:52]([CH:67]=[CH:68][C:69]=1[O:70][CH:71]([CH3:72])[CH3:73])[C:53]([O:55][CH3:56])=[O:54])#[N:4]. (2) Given the reactants [OH:1][CH2:2][C:3]1[N:8]=[C:7]([CH:9]=[CH2:10])[C:6]([OH:11])=[CH:5][CH:4]=1, predict the reaction product. The product is: [CH2:9]([C:7]1[C:6]([OH:11])=[CH:5][CH:4]=[C:3]([CH2:2][OH:1])[N:8]=1)[CH3:10]. (3) Given the reactants [CH2:1]([C:5]1[N:6]=[C:7]([CH3:27])[NH:8][C:9](=[O:26])[C:10]=1[CH2:11][C:12]1[CH:17]=[CH:16][C:15]([C:18]2[C:19]([C:24]#[N:25])=[CH:20][CH:21]=[CH:22][CH:23]=2)=[CH:14][CH:13]=1)[CH2:2][CH2:3][CH3:4].C(=O)([O-])[O-].[K+].[K+].Cl.Cl[CH2:36][C:37]1[CH:46]=[CH:45][C:44]2[C:39](=[CH:40][CH:41]=[CH:42][CH:43]=2)[N:38]=1, predict the reaction product. The product is: [CH2:1]([C:5]1[N:6]=[C:7]([CH3:27])[N:8]([CH2:36][C:37]2[CH:46]=[CH:45][C:44]3[C:39](=[CH:40][CH:41]=[CH:42][CH:43]=3)[N:38]=2)[C:9](=[O:26])[C:10]=1[CH2:11][C:12]1[CH:17]=[CH:16][C:15]([C:18]2[C:19]([C:24]#[N:25])=[CH:20][CH:21]=[CH:22][CH:23]=2)=[CH:14][CH:13]=1)[CH2:2][CH2:3][CH3:4]. (4) Given the reactants Cl[C:2]1[CH:7]=[C:6]([Cl:8])[N:5]=[CH:4][N:3]=1.[N:9]1([C:15]([O:17][C:18]([CH3:21])([CH3:20])[CH3:19])=[O:16])[CH2:14][CH2:13][NH:12][CH2:11][CH2:10]1.CC(C)([O-])C.[Na+].C1(C)C=CC=CC=1, predict the reaction product. The product is: [Cl:8][C:6]1[N:5]=[CH:4][N:3]=[C:2]([N:12]2[CH2:11][CH2:10][N:9]([C:15]([O:17][C:18]([CH3:21])([CH3:20])[CH3:19])=[O:16])[CH2:14][CH2:13]2)[CH:7]=1. (5) Given the reactants Br[C:2]1[CH:3]=[C:4]([CH:33]=[CH:34][CH:35]=1)[CH2:5][O:6][CH:7]1[CH2:12][CH2:11][N:10]([C:13]([CH3:32])([CH3:31])[CH2:14][CH2:15][C:16]([C:25]2[CH:30]=[CH:29][CH:28]=[CH:27][CH:26]=2)([C:19]2[CH:24]=[CH:23][CH:22]=[CH:21][CH:20]=2)[C:17]#[N:18])[CH2:9][CH2:8]1.[OH:36][C:37]1[CH:38]=[C:39](B(O)O)[CH:40]=[CH:41][CH:42]=1.C(=O)([O-])[O-].[Na+].[Na+], predict the reaction product. The product is: [NH3:10].[OH:36][C:37]1[CH:42]=[C:41]([C:2]2[CH:35]=[CH:34][CH:33]=[C:4]([CH2:5][O:6][CH:7]3[CH2:12][CH2:11][N:10]([C:13]([CH3:31])([CH3:32])[CH2:14][CH2:15][C:16]([C:19]4[CH:20]=[CH:21][CH:22]=[CH:23][CH:24]=4)([C:25]4[CH:26]=[CH:27][CH:28]=[CH:29][CH:30]=4)[C:17]#[N:18])[CH2:9][CH2:8]3)[CH:3]=2)[CH:40]=[CH:39][CH:38]=1. (6) Given the reactants [N:1]1([C:6]2[CH:7]=[C:8]([C:19]3[S:20][C:21]([C:25]([O-:27])=[O:26])=[C:22]([CH3:24])[N:23]=3)[CH:9]=[CH:10][C:11]=2[O:12][C:13]2[CH:18]=[CH:17][CH:16]=[CH:15][CH:14]=2)[CH:5]=[CH:4][N:3]=[CH:2]1.O1CCCC1.CO.[OH-].[Na+].Cl, predict the reaction product. The product is: [N:1]1([C:6]2[CH:7]=[C:8]([C:19]3[S:20][C:21]([C:25]([OH:27])=[O:26])=[C:22]([CH3:24])[N:23]=3)[CH:9]=[CH:10][C:11]=2[O:12][C:13]2[CH:14]=[CH:15][CH:16]=[CH:17][CH:18]=2)[CH:5]=[CH:4][N:3]=[CH:2]1.